Dataset: Catalyst prediction with 721,799 reactions and 888 catalyst types from USPTO. Task: Predict which catalyst facilitates the given reaction. (1) Reactant: C(Cl)(=O)C(Cl)=O.CS(C)=O.[N+:11]([C:14]1[CH:19]=[CH:18][N:17]=[C:16]([CH2:20][OH:21])[CH:15]=1)([O-:13])=[O:12].C(N(CC)CC)C. Product: [N+:11]([C:14]1[CH:19]=[CH:18][N:17]=[C:16]([CH:20]=[O:21])[CH:15]=1)([O-:13])=[O:12]. The catalyst class is: 448. (2) Reactant: [NH2:1][C:2]1[CH:31]=[CH:30][C:5]([O:6][CH:7]2[CH2:12][CH2:11][N:10]([CH2:13][C:14]3[CH:19]=[CH:18][C:17]([C:20]([OH:29])([C:25]([F:28])([F:27])[F:26])[C:21]([F:24])([F:23])[F:22])=[CH:16][CH:15]=3)[CH2:9][CH2:8]2)=[CH:4][CH:3]=1.[C:32](Cl)(=O)[O:33]C1C=CC([N+]([O-])=O)=CC=1.[CH:45]1([CH2:48][NH2:49])[CH2:47][CH2:46]1.C(N(CC)CC)C. Product: [CH:45]1([CH2:48][NH:49][C:32]([NH:1][C:2]2[CH:3]=[CH:4][C:5]([O:6][CH:7]3[CH2:12][CH2:11][N:10]([CH2:13][C:14]4[CH:15]=[CH:16][C:17]([C:20]([OH:29])([C:21]([F:22])([F:23])[F:24])[C:25]([F:28])([F:26])[F:27])=[CH:18][CH:19]=4)[CH2:9][CH2:8]3)=[CH:30][CH:31]=2)=[O:33])[CH2:47][CH2:46]1. The catalyst class is: 503. (3) Reactant: [C:1]([O:5][C:6](=[O:34])[NH:7][CH2:8][CH2:9][CH2:10][NH:11][CH:12]([C:16]1[N:17]([CH2:27][C:28]2[CH:33]=[CH:32][CH:31]=[CH:30][CH:29]=2)[C:18](=[O:26])[C:19]2[C:24]([CH3:25])=[N:23][S:22][C:20]=2[N:21]=1)[CH:13]([CH3:15])[CH3:14])([CH3:4])([CH3:3])[CH3:2].C(N(C(C)C)CC)(C)C.[C:44]1([CH3:53])[CH:49]=[CH:48][C:47]([C:50](Cl)=[O:51])=[CH:46][CH:45]=1. Product: [C:1]([O:5][C:6](=[O:34])[NH:7][CH2:8][CH2:9][CH2:10][N:11]([CH:12]([C:16]1[N:17]([CH2:27][C:28]2[CH:29]=[CH:30][CH:31]=[CH:32][CH:33]=2)[C:18](=[O:26])[C:19]2[C:24]([CH3:25])=[N:23][S:22][C:20]=2[N:21]=1)[CH:13]([CH3:15])[CH3:14])[C:50](=[O:51])[C:47]1[CH:48]=[CH:49][C:44]([CH3:53])=[CH:45][CH:46]=1)([CH3:3])([CH3:4])[CH3:2]. The catalyst class is: 22. (4) Reactant: [Br:1][C:2]1[C:3]([F:11])=[C:4]([CH:8]=[CH:9][CH:10]=1)[C:5]([NH2:7])=O.S(C)C. Product: [Br:1][C:2]1[C:3]([F:11])=[C:4]([CH2:5][NH2:7])[CH:8]=[CH:9][CH:10]=1. The catalyst class is: 1. (5) Reactant: Br[C:2]1[CH:7]=[CH:6][C:5]([CH:8]([N:12]2[CH2:26][CH2:25][C:15]3([O:20][CH2:19][C:18](=[O:21])[N:17]([CH:22]4[CH2:24][CH2:23]4)[CH2:16]3)[CH2:14][CH2:13]2)[C:9]([NH2:11])=[O:10])=[C:4]([F:27])[CH:3]=1.[Cl:28][C:29]1[CH:30]=[N:31][C:32]2[C:37]([CH:38]=1)=[CH:36][CH:35]=[C:34](B1OC(C)(C)C(C)(C)O1)[CH:33]=2.B(O)O.C(=O)([O-])[O-].[K+].[K+]. Product: [Cl:28][C:29]1[CH:30]=[N:31][C:32]2[C:37]([CH:38]=1)=[CH:36][CH:35]=[C:34]([C:2]1[CH:7]=[CH:6][C:5]([CH:8]([N:12]3[CH2:26][CH2:25][C:15]4([O:20][CH2:19][C:18](=[O:21])[N:17]([CH:22]5[CH2:24][CH2:23]5)[CH2:16]4)[CH2:14][CH2:13]3)[C:9]([NH2:11])=[O:10])=[C:4]([F:27])[CH:3]=1)[CH:33]=2. The catalyst class is: 12.